Task: Predict the product of the given reaction.. Dataset: Forward reaction prediction with 1.9M reactions from USPTO patents (1976-2016) (1) Given the reactants C([Li])CCC.C(NC(C)C)(C)C.[CH3:13][C:14]1[O:15][C:16]2[CH:22]=[CH:21][C:20]([C:23]3[CH:28]=[CH:27][CH:26]=[CH:25][CH:24]=3)=[CH:19][C:17]=2[N:18]=1.[F:29][C:30]([F:47])([F:46])[C:31](=[O:45])[CH2:32][C:33]([C:36]1[CH:41]=[C:40]([F:42])[CH:39]=[CH:38][C:37]=1[O:43][CH3:44])([CH3:35])[CH3:34], predict the reaction product. The product is: [F:47][C:30]([F:29])([F:46])[C:31]([CH2:13][C:14]1[O:15][C:16]2[CH:22]=[CH:21][C:20]([C:23]3[CH:24]=[CH:25][CH:26]=[CH:27][CH:28]=3)=[CH:19][C:17]=2[N:18]=1)([OH:45])[CH2:32][C:33]([C:36]1[CH:41]=[C:40]([F:42])[CH:39]=[CH:38][C:37]=1[O:43][CH3:44])([CH3:35])[CH3:34]. (2) Given the reactants [Cl:1][C:2]1[CH:7]=[N:6][NH:5][C:4](=[O:8])[C:3]=1[NH:9][CH2:10][CH2:11][CH2:12][N:13]([CH2:15][CH2:16][C:17]1[CH:22]=[CH:21][C:20]([O:23][CH3:24])=[C:19]([O:25][CH3:26])[CH:18]=1)[CH3:14].[C:27]([OH:34])(=[O:33])/[CH:28]=[CH:29]/[C:30]([OH:32])=[O:31], predict the reaction product. The product is: [C:27]([OH:34])(=[O:33])/[CH:28]=[CH:29]/[C:30]([OH:32])=[O:31].[Cl:1][C:2]1[CH:7]=[N:6][NH:5][C:4](=[O:8])[C:3]=1[NH:9][CH2:10][CH2:11][CH2:12][N:13]([CH2:15][CH2:16][C:17]1[CH:22]=[CH:21][C:20]([O:23][CH3:24])=[C:19]([O:25][CH3:26])[CH:18]=1)[CH3:14]. (3) The product is: [Cl:6][CH2:7][C@@H:8]([OH:14])[CH2:9][C:10]([O:12][CH3:13])=[O:11]. Given the reactants P([O-])([O-])([O-])=O.[Cl:6][CH2:7][C:8](=[O:14])[CH2:9][C:10]([O:12][CH3:13])=[O:11].C1C=[N+]([C@@H]2O[C@H](COP(OP(OC[C@H]3O[C@@H](N4C5N=CN=C(N)C=5N=C4)[C@H](OP(O)(O)=O)[C@@H]3O)(O)=O)(O)=O)[C@@H](O)[C@H]2O)C=C(C(N)=O)C=1.O=C[C@@H]([C@H]([C@@H]([C@@H](CO)O)O)O)O.ClCC(O)CC(OCC)=O, predict the reaction product. (4) Given the reactants Cl.[F:2][C:3]1[CH:30]=[C:29]([CH2:31][S:32]([CH3:35])(=[O:34])=[O:33])[CH:28]=[CH:27][C:4]=1[CH2:5][O:6][C:7]1[CH:8]=[N:9][C:10]([N:13]2[CH2:18][CH2:17][N:16](C(OC(C)(C)C)=O)[CH2:15][C@H:14]2[CH3:26])=[N:11][CH:12]=1.C(N(CC)CC)C.[C:43](=[O:65])([O:56][C:57]1([C:61]([F:64])([F:63])[F:62])[CH2:60][O:59][CH2:58]1)OC1C(F)=C(F)C(F)=C(F)C=1F, predict the reaction product. The product is: [F:2][C:3]1[CH:30]=[C:29]([CH2:31][S:32]([CH3:35])(=[O:34])=[O:33])[CH:28]=[CH:27][C:4]=1[CH2:5][O:6][C:7]1[CH:8]=[N:9][C:10]([N:13]2[CH2:18][CH2:17][N:16]([C:43]([O:56][C:57]3([C:61]([F:62])([F:63])[F:64])[CH2:58][O:59][CH2:60]3)=[O:65])[CH2:15][C@H:14]2[CH3:26])=[N:11][CH:12]=1. (5) Given the reactants [H-].[Na+].[C:3]([N:11]1[CH2:14][C:13]([CH2:18][OH:19])([C:15]([OH:17])=[O:16])[CH2:12]1)(=[O:10])[C:4]1[CH:9]=[CH:8][CH:7]=[CH:6][CH:5]=1.[Cl:20][C:21]1[CH:26]=[N:25][C:24](Cl)=[CH:23][N:22]=1, predict the reaction product. The product is: [C:3]([N:11]1[CH2:14][C:13]([CH2:18][O:19][C:24]2[CH:23]=[N:22][C:21]([Cl:20])=[CH:26][N:25]=2)([C:15]([OH:17])=[O:16])[CH2:12]1)(=[O:10])[C:4]1[CH:9]=[CH:8][CH:7]=[CH:6][CH:5]=1. (6) Given the reactants [CH2:1]([S:3][C:4]([C:14]1[CH:19]=[CH:18][CH:17]=[CH:16][CH:15]=1)([C:8]1[CH:13]=[CH:12][CH:11]=[CH:10][CH:9]=1)[C:5]([OH:7])=O)[CH3:2].[NH2:20][CH2:21][CH2:22][CH2:23][N:24]1[CH2:29][CH2:28][CH:27]([C:30]2[CH:31]=[C:32]([NH:36][C:37](=[O:41])[CH:38]([CH3:40])[CH3:39])[CH:33]=[CH:34][CH:35]=2)[CH2:26][CH2:25]1, predict the reaction product. The product is: [CH2:1]([S:3][C:4]([C:14]1[CH:19]=[CH:18][CH:17]=[CH:16][CH:15]=1)([C:8]1[CH:13]=[CH:12][CH:11]=[CH:10][CH:9]=1)[C:5]([NH:20][CH2:21][CH2:22][CH2:23][N:24]1[CH2:29][CH2:28][CH:27]([C:30]2[CH:31]=[C:32]([NH:36][C:37](=[O:41])[CH:38]([CH3:39])[CH3:40])[CH:33]=[CH:34][CH:35]=2)[CH2:26][CH2:25]1)=[O:7])[CH3:2]. (7) Given the reactants [C:1]([O:5][C:6]([N:8]1[CH2:22][CH2:21][C:11]2[NH:12][C:13]3[C:14]([CH3:20])=[CH:15][CH:16]=[C:17]([Cl:19])[C:18]=3[C:10]=2[CH2:9]1)=[O:7])([CH3:4])([CH3:3])[CH3:2].[OH-].[K+].[CH3:25]OCCOC, predict the reaction product. The product is: [C:1]([O:5][C:6]([N:8]1[CH2:22][CH2:21][C:11]2[N:12]([CH3:25])[C:13]3[C:14]([CH3:20])=[CH:15][CH:16]=[C:17]([Cl:19])[C:18]=3[C:10]=2[CH2:9]1)=[O:7])([CH3:4])([CH3:2])[CH3:3].